Dataset: Reaction yield outcomes from USPTO patents with 853,638 reactions. Task: Predict the reaction yield, written as a fraction of the theoretical maximum amount of product (1.0 means a 100% yield; for example, 0.34 means a 34% yield). (1) The reactants are Cl[C:2]1[CH:7]=[CH:6][N:5]=[C:4]([N:8]2[CH:12]=[CH:11][N:10]=[CH:9]2)[N:3]=1.[NH:13]1[CH2:18][CH2:17][CH2:16][CH2:15][CH:14]1[CH2:19][CH2:20][OH:21].CCN(C(C)C)C(C)C. The catalyst is CN(C=O)C. The product is [N:8]1([C:4]2[N:3]=[C:2]([N:13]3[CH2:18][CH2:17][CH2:16][CH2:15][CH:14]3[CH2:19][CH2:20][OH:21])[CH:7]=[CH:6][N:5]=2)[CH:12]=[CH:11][N:10]=[CH:9]1. The yield is 0.460. (2) The reactants are [CH3:1][C:2]1[C:3](B2OC(C)(C)C(C)(C)O2)=[C:4]([CH:9]=[CH:10][CH:11]=1)[C:5]([O:7][CH3:8])=[O:6].Cl[C:22]1[N:27]=[CH:26][CH:25]=[CH:24][N:23]=1.O. The catalyst is CC1OCCC1.C1C=CC(P(C2C=CC=CC=2)[C-]2C=CC=C2)=CC=1.C1C=CC(P(C2C=CC=CC=2)[C-]2C=CC=C2)=CC=1.Cl[Pd]Cl.[Fe+2].C([O-])([O-])=O.[Na+].[Na+]. The product is [CH3:1][C:2]1[C:3]([C:22]2[N:27]=[CH:26][CH:25]=[CH:24][N:23]=2)=[C:4]([CH:9]=[CH:10][CH:11]=1)[C:5]([O:7][CH3:8])=[O:6]. The yield is 0.230. (3) The reactants are C(O)(=[O:3])C.C([O:7][C:8](=[O:34])[C:9]([NH:24][C:25]1[CH:30]=[CH:29][C:28]([C:31](=[NH:33])[NH2:32])=[CH:27][CH:26]=1)([C:14]1[CH:19]=[C:18]([CH3:20])[C:17]([O:21][CH3:22])=[C:16]([CH3:23])[CH:15]=1)[C:10]([F:13])([F:12])[F:11])C.[OH-:35].[Na+]. The catalyst is CO. The product is [F:11][C:10]([F:13])([F:12])[C:9]([OH:3])=[O:35].[C:31]([C:28]1[CH:27]=[CH:26][C:25]([NH:24][C:9]([C:14]2[CH:15]=[C:16]([CH3:23])[C:17]([O:21][CH3:22])=[C:18]([CH3:20])[CH:19]=2)([C:10]([F:11])([F:12])[F:13])[C:8]([OH:34])=[O:7])=[CH:30][CH:29]=1)(=[NH:32])[NH2:33]. The yield is 0.500. (4) The reactants are [C:1](Cl)(=O)C.[CH:5]1([C:8]2[CH:13]=[CH:12][C:11]([C:14]3[CH:18]=[C:17]([CH2:19][C:20]([OH:22])=[O:21])[O:16][N:15]=3)=[C:10]([C:23]([F:26])([F:25])[F:24])[CH:9]=2)[CH2:7][CH2:6]1. The catalyst is CO. The product is [CH:5]1([C:8]2[CH:13]=[CH:12][C:11]([C:14]3[CH:18]=[C:17]([CH2:19][C:20]([O:22][CH3:1])=[O:21])[O:16][N:15]=3)=[C:10]([C:23]([F:26])([F:25])[F:24])[CH:9]=2)[CH2:7][CH2:6]1. The yield is 0.990. (5) The yield is 0.320. The reactants are N(C([C:6]1[C:7]([F:27])=[C:8]([CH:23]=[CH:24][C:25]=1[F:26])[CH2:9][N:10]1[CH2:15][CH2:14][N:13]([C:16]([O:18][C:19]([CH3:22])([CH3:21])[CH3:20])=[O:17])[CH2:12][CH2:11]1)=O)=[N+]=[N-].[CH3:28][C:29]1[N:34]=[CH:33][C:32]([NH2:35])=[CH:31][CH:30]=1.C[N:37]([CH:39]=[O:40])C. The product is [F:27][C:7]1[C:6]([NH:37][C:39]([NH:35][C:32]2[CH:33]=[N:34][C:29]([CH3:28])=[CH:30][CH:31]=2)=[O:40])=[C:25]([F:26])[CH:24]=[CH:23][C:8]=1[CH2:9][N:10]1[CH2:15][CH2:14][N:13]([C:16]([O:18][C:19]([CH3:22])([CH3:20])[CH3:21])=[O:17])[CH2:12][CH2:11]1. The catalyst is CCOC(C)=O. (6) The reactants are Cl[C:2]1[C:7]([C:8]#[N:9])=[CH:6][N:5]=[C:4]2[S:10][C:11]3[CH2:12][N:13]([C:17]([O:19][C:20]([CH3:23])([CH3:22])[CH3:21])=[O:18])[CH2:14][CH2:15][C:16]=3[C:3]=12.[Cl:24][C:25]1[CH:26]=[C:27]([CH:29]=[CH:30][C:31]=1[O:32][CH2:33][C:34]1[CH:39]=[CH:38][CH:37]=[CH:36][N:35]=1)[NH2:28]. No catalyst specified. The product is [Cl:24][C:25]1[CH:26]=[C:27]([NH:28][C:2]2[C:7]([C:8]#[N:9])=[CH:6][N:5]=[C:4]3[S:10][C:11]4[CH2:12][N:13]([C:17]([O:19][C:20]([CH3:22])([CH3:23])[CH3:21])=[O:18])[CH2:14][CH2:15][C:16]=4[C:3]=23)[CH:29]=[CH:30][C:31]=1[O:32][CH2:33][C:34]1[CH:39]=[CH:38][CH:37]=[CH:36][N:35]=1. The yield is 0.640.